From a dataset of Forward reaction prediction with 1.9M reactions from USPTO patents (1976-2016). Predict the product of the given reaction. (1) Given the reactants Cl.[CH:2]([O:5][C:6](=[O:10])[C@@H:7]([CH3:9])[NH2:8])([CH3:4])[CH3:3].C(N(CC)CC)C.[P:18](Cl)(Cl)([O:20][C:21]1[CH:26]=[CH:25][CH:24]=[CH:23][CH:22]=1)=[O:19].[F:29][C:30]1[C:35]([F:36])=[C:34]([F:37])[C:33]([F:38])=[C:32]([F:39])[C:31]=1[OH:40], predict the reaction product. The product is: [F:29][C:30]1[C:35]([F:36])=[C:34]([F:37])[C:33]([F:38])=[C:32]([F:39])[C:31]=1[O:40][P:18]([NH:8][C@H:7]([CH3:9])[C:6]([O:5][CH:2]([CH3:4])[CH3:3])=[O:10])([O:20][C:21]1[CH:26]=[CH:25][CH:24]=[CH:23][CH:22]=1)=[O:19]. (2) Given the reactants [Cl:1][C:2]1[C:3]([S:32]([NH2:34])=[O:33])=[N:4][CH:5]=[C:6]([C:17]([N:19]2[CH2:24][CH2:23][CH:22]([C:25]3[CH:30]=[CH:29][C:28]([F:31])=[CH:27][CH:26]=3)[CH2:21][CH2:20]2)=[O:18])[C:7]=1[NH:8][C:9]1[CH:14]=[CH:13][C:12]([F:15])=[CH:11][C:10]=1[CH3:16].[CH2:35]([N:37]=[C:38]=[O:39])[CH3:36], predict the reaction product. The product is: [Cl:1][C:2]1[C:3]([S:32]([NH:34][C:38](=[O:39])[NH:37][CH2:35][CH3:36])=[O:33])=[N:4][CH:5]=[C:6]([C:17]([N:19]2[CH2:24][CH2:23][CH:22]([C:25]3[CH:26]=[CH:27][C:28]([F:31])=[CH:29][CH:30]=3)[CH2:21][CH2:20]2)=[O:18])[C:7]=1[NH:8][C:9]1[CH:14]=[CH:13][C:12]([F:15])=[CH:11][C:10]=1[CH3:16]. (3) Given the reactants C[C:2]1(C)[C:14]2[CH:13]=[C:12](B(O)O)[CH:11]=[CH:10][C:9]=2[C:8]2[C:3]1=[CH:4][C:5](B(O)O)=[CH:6][CH:7]=2.IC1C=CC2C3C(=CC(I)=CC=3)C(C)(C)C=2C=1.C([O-])([O-])=O.[Na+].[Na+].Cl, predict the reaction product. The product is: [CH:4]1[C:3]2[CH2:2][C:14]3[C:9](=[CH:10][CH:11]=[CH:12][CH:13]=3)[C:8]=2[CH:7]=[CH:6][CH:5]=1. (4) Given the reactants [Cl:1][C:2]1[CH:7]=[CH:6][CH:5]=[C:4]([Cl:8])[C:3]=1[CH:9]1[O:13][C:12](=[O:14])[CH:11]([CH2:15][C:16]2[CH:21]=[CH:20][C:19]([N:22]3[C:31](=[O:32])[C:30]4[C:25](=[CH:26][CH:27]=[CH:28][CH:29]=4)[N:24]([CH3:33])[C:23]3=[O:34])=[CH:18][CH:17]=2)[CH2:10]1.[OH2:35].[OH-].[Li+], predict the reaction product. The product is: [Cl:1][C:2]1[CH:7]=[CH:6][CH:5]=[C:4]([Cl:8])[C:3]=1[CH:9]([OH:13])[CH2:10][CH:11]([CH2:15][C:16]1[CH:21]=[CH:20][C:19]([N:22]2[C:31](=[O:32])[C:30]3[C:25](=[CH:26][CH:27]=[CH:28][CH:29]=3)[N:24]([CH3:33])[C:23]2=[O:34])=[CH:18][CH:17]=1)[C:12]([OH:35])=[O:14]. (5) Given the reactants [Cl:1][C:2]1[CH:7]=[CH:6][C:5]([N:8]2[C:13](=[O:14])[CH2:12][CH2:11][CH2:10][C@H:9]2[C:15]([OH:17])=O)=[CH:4][CH:3]=1.[NH2:18][C:19]1[O:23][N:22]=[C:21]([C:24]([CH3:27])([CH3:26])[CH3:25])[CH:20]=1.N1C=CC=CC=1.P(Cl)(Cl)(Cl)=O, predict the reaction product. The product is: [C:24]([C:21]1[CH:20]=[C:19]([NH:18][C:15]([C@@H:9]2[CH2:10][CH2:11][CH2:12][C:13](=[O:14])[N:8]2[C:5]2[CH:4]=[CH:3][C:2]([Cl:1])=[CH:7][CH:6]=2)=[O:17])[O:23][N:22]=1)([CH3:27])([CH3:26])[CH3:25]. (6) Given the reactants [CH2:1]([O:3][C:4]1[CH:9]=[CH:8][CH:7]=[C:6]([F:10])[C:5]=1[N:11]1[CH:15]=[CH:14][C:13]([NH2:16])=[N:12]1)[CH3:2].C(N(CC)CC)C.[Cl:24][C:25]1[CH:33]=[CH:32][CH:31]=[CH:30][C:26]=1[C:27](Cl)=[O:28], predict the reaction product. The product is: [Cl:24][C:25]1[CH:33]=[CH:32][CH:31]=[CH:30][C:26]=1[C:27]([NH:16][C:13]1[CH:14]=[CH:15][N:11]([C:5]2[C:6]([F:10])=[CH:7][CH:8]=[CH:9][C:4]=2[O:3][CH2:1][CH3:2])[N:12]=1)=[O:28]. (7) Given the reactants [N:1]1[CH:6]=[CH:5][CH:4]=[CH:3][C:2]=1[C:7]#[C:8][C:9]1[C:17]2[C:12](=[CH:13][C:14]([NH:18][C:19]3[CH:27]=[CH:26][CH:25]=[CH:24][C:20]=3[C:21](O)=[O:22])=[CH:15][CH:16]=2)[NH:11][N:10]=1.[CH2:28]([NH2:31])[C:29]#[CH:30].C(N(CC)CC)C.CN(C(ON1N=NC2C=CC=NC1=2)=[N+](C)C)C.F[P-](F)(F)(F)(F)F, predict the reaction product. The product is: [CH2:28]([NH:31][C:21](=[O:22])[C:20]1[CH:24]=[CH:25][CH:26]=[CH:27][C:19]=1[NH:18][C:14]1[CH:13]=[C:12]2[C:17]([C:9](/[CH:8]=[CH:7]/[C:2]3[CH:3]=[CH:4][CH:5]=[CH:6][N:1]=3)=[N:10][NH:11]2)=[CH:16][CH:15]=1)[C:29]#[CH:30]. (8) Given the reactants [H-].[H-].[H-].[H-].[Li+].[Al+3].C([O:9][C:10](=O)[CH2:11][C@H:12]1[CH2:17][CH2:16][C@H:15]([NH:18][C:19](=[O:21])[CH3:20])[CH2:14][CH2:13]1)C.O.[OH-].[Na+], predict the reaction product. The product is: [OH:9][CH2:10][CH2:11][C@H:12]1[CH2:17][CH2:16][C@H:15]([NH:18][C:19](=[O:21])[CH3:20])[CH2:14][CH2:13]1. (9) Given the reactants Cl[C:2]1[CH:21]=[CH:20][C:5]([C:6]([NH:8][C:9]2[CH:17]=[C:16]3[C:12]([CH:13]=[CH:14][N:15]3[CH2:18][CH3:19])=[CH:11][CH:10]=2)=[O:7])=[CH:4][N:3]=1.[CH2:22]([O:24][C:25](=[O:38])[C:26]1[CH:31]=[CH:30][C:29]([N:32]2[CH2:37][CH2:36][NH:35][CH2:34][CH2:33]2)=[CH:28][CH:27]=1)[CH3:23].C(OC(=O)C1C=CC(N2CCN(C3C=CC(C(=O)NC4C=CC(C)=C(I)C=4)=CN=3)CC2)=CC=1)C, predict the reaction product. The product is: [CH2:22]([O:24][C:25](=[O:38])[C:26]1[CH:27]=[CH:28][C:29]([N:32]2[CH2:33][CH2:34][N:35]([C:2]3[CH:21]=[CH:20][C:5]([C:6](=[O:7])[NH:8][C:9]4[CH:17]=[C:16]5[C:12]([CH:13]=[CH:14][N:15]5[CH2:18][CH3:19])=[CH:11][CH:10]=4)=[CH:4][N:3]=3)[CH2:36][CH2:37]2)=[CH:30][CH:31]=1)[CH3:23]. (10) Given the reactants [CH3:1][C:2]1([CH3:11])[N:6]2[C:7](=[O:10])[CH2:8][CH2:9][C@@H:5]2[CH2:4][O:3]1.C([N-]C(C)C)(C)C.[Li+].C1C=CC(S(N(S(C2C=CC=CC=2)(=O)=O)[F:30])(=O)=O)=CC=1.[Cl-].[NH4+], predict the reaction product. The product is: [F:30][CH:8]1[C:7](=[O:10])[N:6]2[C:2]([CH3:11])([CH3:1])[O:3][CH2:4][C@H:5]2[CH2:9]1.